This data is from Full USPTO retrosynthesis dataset with 1.9M reactions from patents (1976-2016). The task is: Predict the reactants needed to synthesize the given product. (1) The reactants are: Br[C:2]1[CH:3]=[C:4]2[C:10]([C:11]3[CH:16]=[CH:15][C:14]([CH2:17][N:18]4[CH2:23][CH2:22][N:21]([CH3:24])[CH2:20][CH2:19]4)=[CH:13][CH:12]=3)=[CH:9][N:8](S(C3C=CC(C)=CC=3)(=O)=O)[C:5]2=[N:6][CH:7]=1.NC(OB([C:41]1[CH:46]=[CH:45][CH:44]=[CH:43][CH:42]=1)O)=O.[C:47]([O-:50])([O-])=O.[Na+].[Na+].O.CC#[N:56]. Given the product [CH3:24][N:21]1[CH2:22][CH2:23][N:18]([CH2:17][C:14]2[CH:15]=[CH:16][C:11]([C:10]3[C:4]4[C:5](=[N:6][CH:7]=[C:2]([C:41]5[CH:42]=[CH:43][C:44]([C:47]([NH2:56])=[O:50])=[CH:45][CH:46]=5)[CH:3]=4)[NH:8][CH:9]=3)=[CH:12][CH:13]=2)[CH2:19][CH2:20]1, predict the reactants needed to synthesize it. (2) Given the product [NH2:1][C:3]1[C:4]2[N:12]=[C:11]([C:13]3[CH:18]=[CH:17][C:16]([F:19])=[CH:15][CH:14]=3)[CH:10]=[CH:9][C:5]=2[N:6]=[CH:7][N:8]=1, predict the reactants needed to synthesize it. The reactants are: [NH3:1].Cl[C:3]1[C:4]2[N:12]=[C:11]([C:13]3[CH:18]=[CH:17][C:16]([F:19])=[CH:15][CH:14]=3)[CH:10]=[CH:9][C:5]=2[N:6]=[CH:7][N:8]=1. (3) Given the product [OH:37][CH:17]1[CH2:16][C@H:15]([NH:26][C:27](=[O:33])[O:28][C:29]([CH3:30])([CH3:32])[CH3:31])[C:14]2=[CH:34][C:10](=[CH:11][CH:12]=[N:13]2)[C:9]2[C:22](=[CH:23][C:6]([NH:5][C:3]([O:2][CH3:1])=[O:4])=[CH:7][CH:8]=2)[NH:21][C:20](=[O:24])[C@H:19]([CH3:25])[CH2:18]1, predict the reactants needed to synthesize it. The reactants are: [CH3:1][O:2][C:3]([NH:5][C:6]1[CH:23]=[C:22]2[C:9]([C:10]3[CH:34]=[C:14]([C@@H:15]([NH:26][C:27](=[O:33])[O:28][C:29]([CH3:32])([CH3:31])[CH3:30])[CH2:16][CH:17]=[CH:18][C@@H:19]([CH3:25])[C:20](=[O:24])[NH:21]2)[N:13]=[CH:12][CH:11]=3)=[CH:8][CH:7]=1)=[O:4].C([O-])(=[O:37])C.[Na+].OO. (4) Given the product [Br:2][C:3]1[CH:8]=[CH:7][C:6]2[C:18]3[CH2:19][N:20]([C:23]([O:25][C:26]([CH3:29])([CH3:28])[CH3:27])=[O:24])[CH2:21][CH2:22][C:17]=3[O:9][C:5]=2[CH:4]=1, predict the reactants needed to synthesize it. The reactants are: Cl.[Br:2][C:3]1[CH:4]=[C:5]([O:9]N)[CH:6]=[CH:7][CH:8]=1.S(=O)(=O)(O)O.O=[C:17]1[CH2:22][CH2:21][N:20]([C:23]([O:25][C:26]([CH3:29])([CH3:28])[CH3:27])=[O:24])[CH2:19][CH2:18]1.[OH-].[Na+].C([O-])([O-])=O.[K+].[K+].CC(OC(OC(OC(C)(C)C)=O)=O)(C)C.